Dataset: NCI-60 drug combinations with 297,098 pairs across 59 cell lines. Task: Regression. Given two drug SMILES strings and cell line genomic features, predict the synergy score measuring deviation from expected non-interaction effect. (1) Drug 1: C1CN1C2=NC(=NC(=N2)N3CC3)N4CC4. Drug 2: C1CN(P(=O)(OC1)NCCCl)CCCl. Cell line: IGROV1. Synergy scores: CSS=21.4, Synergy_ZIP=-2.46, Synergy_Bliss=2.35, Synergy_Loewe=-22.2, Synergy_HSA=2.50. (2) Drug 1: CC12CCC(CC1=CCC3C2CCC4(C3CC=C4C5=CN=CC=C5)C)O. Drug 2: CC1C(C(CC(O1)OC2CC(CC3=C2C(=C4C(=C3O)C(=O)C5=C(C4=O)C(=CC=C5)OC)O)(C(=O)CO)O)N)O.Cl. Cell line: COLO 205. Synergy scores: CSS=51.3, Synergy_ZIP=0.282, Synergy_Bliss=2.13, Synergy_Loewe=-28.2, Synergy_HSA=-0.344. (3) Drug 1: CCC1=C2CN3C(=CC4=C(C3=O)COC(=O)C4(CC)O)C2=NC5=C1C=C(C=C5)O. Drug 2: C(CN)CNCCSP(=O)(O)O. Cell line: SNB-19. Synergy scores: CSS=40.8, Synergy_ZIP=4.03, Synergy_Bliss=3.00, Synergy_Loewe=-28.8, Synergy_HSA=5.50. (4) Drug 2: C1C(C(OC1N2C=NC(=NC2=O)N)CO)O. Drug 1: CCC1(CC2CC(C3=C(CCN(C2)C1)C4=CC=CC=C4N3)(C5=C(C=C6C(=C5)C78CCN9C7C(C=CC9)(C(C(C8N6C=O)(C(=O)OC)O)OC(=O)C)CC)OC)C(=O)OC)O.OS(=O)(=O)O. Synergy scores: CSS=-0.737, Synergy_ZIP=0.660, Synergy_Bliss=1.60, Synergy_Loewe=-0.291, Synergy_HSA=-0.493. Cell line: A549. (5) Drug 1: C#CCC(CC1=CN=C2C(=N1)C(=NC(=N2)N)N)C3=CC=C(C=C3)C(=O)NC(CCC(=O)O)C(=O)O. Drug 2: C1CC(=O)NC(=O)C1N2C(=O)C3=CC=CC=C3C2=O. Cell line: RXF 393. Synergy scores: CSS=-2.08, Synergy_ZIP=3.50, Synergy_Bliss=3.64, Synergy_Loewe=0.517, Synergy_HSA=-0.691. (6) Drug 1: CCCS(=O)(=O)NC1=C(C(=C(C=C1)F)C(=O)C2=CNC3=C2C=C(C=N3)C4=CC=C(C=C4)Cl)F. Drug 2: CCC(=C(C1=CC=CC=C1)C2=CC=C(C=C2)OCCN(C)C)C3=CC=CC=C3.C(C(=O)O)C(CC(=O)O)(C(=O)O)O. Cell line: DU-145. Synergy scores: CSS=-2.73, Synergy_ZIP=1.31, Synergy_Bliss=0.702, Synergy_Loewe=-3.26, Synergy_HSA=-2.89. (7) Drug 1: C1CCC(C1)C(CC#N)N2C=C(C=N2)C3=C4C=CNC4=NC=N3. Drug 2: CC1=C(C=C(C=C1)NC(=O)C2=CC=C(C=C2)CN3CCN(CC3)C)NC4=NC=CC(=N4)C5=CN=CC=C5. Cell line: SF-268. Synergy scores: CSS=-6.81, Synergy_ZIP=3.11, Synergy_Bliss=1.25, Synergy_Loewe=-2.60, Synergy_HSA=-3.62. (8) Drug 1: CC1C(C(=O)NC(C(=O)N2CCCC2C(=O)N(CC(=O)N(C(C(=O)O1)C(C)C)C)C)C(C)C)NC(=O)C3=C4C(=C(C=C3)C)OC5=C(C(=O)C(=C(C5=N4)C(=O)NC6C(OC(=O)C(N(C(=O)CN(C(=O)C7CCCN7C(=O)C(NC6=O)C(C)C)C)C)C(C)C)C)N)C. Drug 2: CC1=C(N=C(N=C1N)C(CC(=O)N)NCC(C(=O)N)N)C(=O)NC(C(C2=CN=CN2)OC3C(C(C(C(O3)CO)O)O)OC4C(C(C(C(O4)CO)O)OC(=O)N)O)C(=O)NC(C)C(C(C)C(=O)NC(C(C)O)C(=O)NCCC5=NC(=CS5)C6=NC(=CS6)C(=O)NCCC[S+](C)C)O. Cell line: OVCAR-4. Synergy scores: CSS=13.6, Synergy_ZIP=0.166, Synergy_Bliss=3.73, Synergy_Loewe=4.31, Synergy_HSA=5.38. (9) Drug 1: COC1=NC(=NC2=C1N=CN2C3C(C(C(O3)CO)O)O)N. Drug 2: CN(C(=O)NC(C=O)C(C(C(CO)O)O)O)N=O. Cell line: CCRF-CEM. Synergy scores: CSS=62.4, Synergy_ZIP=2.22, Synergy_Bliss=2.19, Synergy_Loewe=-26.3, Synergy_HSA=2.18.